This data is from Full USPTO retrosynthesis dataset with 1.9M reactions from patents (1976-2016). The task is: Predict the reactants needed to synthesize the given product. (1) Given the product [NH2:28][C:5]1[C:4]([NH:31][C:32]2[CH:37]=[CH:36][C:35]([I:38])=[CH:34][C:33]=2[F:39])=[CH:3][C:2]([F:1])=[CH:27][C:6]=1[O:7][C:8]1[CH:9]=[C:10]([CH:24]=[CH:25][CH:26]=1)[CH2:11][NH:12][S:13]([NH:16][C:17](=[O:23])[O:18][C:19]([CH3:22])([CH3:21])[CH3:20])(=[O:15])=[O:14], predict the reactants needed to synthesize it. The reactants are: [F:1][C:2]1[CH:3]=[C:4]([NH:31][C:32]2[CH:37]=[CH:36][C:35]([I:38])=[CH:34][C:33]=2[F:39])[C:5]([N+:28]([O-])=O)=[C:6]([CH:27]=1)[O:7][C:8]1[CH:9]=[C:10]([CH:24]=[CH:25][CH:26]=1)[CH2:11][NH:12][S:13]([NH:16][C:17](=[O:23])[O:18][C:19]([CH3:22])([CH3:21])[CH3:20])(=[O:15])=[O:14].S(S([O-])=O)([O-])=O.[Na+].[Na+]. (2) Given the product [Cl:1][CH:2]([Cl:6])[C:3]([NH:16][O:15][CH2:8][C:9]1[CH:14]=[CH:13][CH:12]=[CH:11][CH:10]=1)=[O:4], predict the reactants needed to synthesize it. The reactants are: [Cl:1][CH:2]([Cl:6])[C:3](Cl)=[O:4].Cl.[CH2:8]([O:15][NH2:16])[C:9]1[CH:14]=[CH:13][CH:12]=[CH:11][CH:10]=1. (3) Given the product [CH3:1][O:2][C:3](=[O:25])[CH:4]([C:16]1[CH:21]=[CH:20][C:19]([S:42]([CH3:27])(=[O:45])=[O:43])=[C:18]([Cl:24])[CH:17]=1)[CH2:5][CH:6]1[CH2:10][CH2:9][C:8]2([O:11][CH2:12][CH2:13][CH2:14][O:15]2)[CH2:7]1, predict the reactants needed to synthesize it. The reactants are: [CH3:1][O:2][C:3](=[O:25])[CH:4]([C:16]1[CH:21]=[CH:20][C:19](SC)=[C:18]([Cl:24])[CH:17]=1)[CH2:5][CH:6]1[CH2:10][CH2:9][C:8]2([O:15][CH2:14][CH2:13][CH2:12][O:11]2)[CH2:7]1.Cl[C:27]1C=C(C=CC=1)C(OO)=O.C(=O)(O)[O-].[Na+].[S:42](=[O:45])(O)[O-:43].[Na+]. (4) Given the product [N:1]1[CH:6]=[CH:5][CH:4]=[C:3]([CH2:7][CH2:8][CH:9]=[O:10])[CH:2]=1, predict the reactants needed to synthesize it. The reactants are: [N:1]1[CH:6]=[CH:5][CH:4]=[C:3]([CH2:7][CH2:8][CH2:9][OH:10])[CH:2]=1.CC(OI1(OC(C)=O)(OC(C)=O)OC(=O)C2C=CC=CC1=2)=O. (5) Given the product [ClH:20].[Cl:20][C:21]1[CH:22]=[C:23]2[C:28](=[CH:29][CH:30]=1)[CH:27]=[C:26]([S:31]([N:34]1[CH2:35][CH2:36][N:37]([C:14](=[O:16])[C:13]3[CH:12]=[CH:11][C:10]([C:5]4[N:4]=[C:3]([NH2:2])[N:8]=[C:7]([NH2:9])[CH:6]=4)=[CH:18][CH:17]=3)[CH2:38][CH2:39]1)(=[O:32])=[O:33])[CH:25]=[CH:24]2, predict the reactants needed to synthesize it. The reactants are: Cl.[NH2:2][C:3]1[N:8]=[C:7]([NH2:9])[CH:6]=[C:5]([C:10]2[CH:18]=[CH:17][C:13]([C:14]([OH:16])=O)=[CH:12][CH:11]=2)[N:4]=1.Cl.[Cl:20][C:21]1[CH:22]=[C:23]2[C:28](=[CH:29][CH:30]=1)[CH:27]=[C:26]([S:31]([N:34]1[CH2:39][CH2:38][NH:37][CH2:36][CH2:35]1)(=[O:33])=[O:32])[CH:25]=[CH:24]2. (6) Given the product [C:16]([C:19]1[CH:24]=[CH:23][C:22]([C:2]2[CH:11]=[C:10]3[C:5]([CH:6]=[C:7]([OH:15])[C:8]([C:12]([OH:14])=[O:13])=[CH:9]3)=[CH:4][CH:3]=2)=[CH:21][CH:20]=1)(=[O:18])[CH3:17], predict the reactants needed to synthesize it. The reactants are: Br[C:2]1[CH:11]=[C:10]2[C:5]([CH:6]=[C:7]([OH:15])[C:8]([C:12]([OH:14])=[O:13])=[CH:9]2)=[CH:4][CH:3]=1.[C:16]([C:19]1[CH:24]=[CH:23][C:22](B(O)O)=[CH:21][CH:20]=1)(=[O:18])[CH3:17].C(=O)([O-])[O-].[Na+].[Na+]. (7) The reactants are: [F:1][CH:2]1[CH:7]([OH:8])[CH2:6][CH2:5][N:4]([C:9]([O:11][C:12]([CH3:15])([CH3:14])[CH3:13])=[O:10])[CH2:3]1.[H-].[Na+].Cl[C:19]1[N:24]=[CH:23][N:22]=[C:21]([N:25]2[C:33]3[C:28](=[N:29][CH:30]=[CH:31][CH:32]=3)[CH2:27][CH2:26]2)[C:20]=1[CH3:34]. Given the product [N:25]1([C:21]2[N:22]=[CH:23][N:24]=[C:19]([O:8][C@H:7]3[CH2:6][CH2:5][N:4]([C:9]([O:11][C:12]([CH3:15])([CH3:14])[CH3:13])=[O:10])[CH2:3][C@H:2]3[F:1])[C:20]=2[CH3:34])[C:33]2[C:28](=[N:29][CH:30]=[CH:31][CH:32]=2)[CH2:27][CH2:26]1, predict the reactants needed to synthesize it. (8) The reactants are: [N+:1]([C:4]1[CH:16]=[CH:15][C:7]([O:8][CH2:9][C:10]2[S:11][CH:12]=[CH:13][N:14]=2)=[CH:6][CH:5]=1)([O-])=O.[H][H]. Given the product [S:11]1[CH:12]=[CH:13][N:14]=[C:10]1[CH2:9][O:8][C:7]1[CH:6]=[CH:5][C:4]([NH2:1])=[CH:16][CH:15]=1, predict the reactants needed to synthesize it.